This data is from Full USPTO retrosynthesis dataset with 1.9M reactions from patents (1976-2016). The task is: Predict the reactants needed to synthesize the given product. (1) Given the product [C:23]([C:7]1[C:8]2[C:13](=[CH:12][CH:11]=[C:10]([O:16][C:17]3[CH:18]=[CH:19][CH:20]=[CH:21][CH:22]=3)[CH:9]=2)[C:14]([OH:15])=[C:5]([C:3]([NH:25][C:26]([CH3:32])([CH3:31])[CH2:27][C:28]([OH:30])=[O:29])=[O:4])[N:6]=1)#[N:24], predict the reactants needed to synthesize it. The reactants are: CO[C:3]([C:5]1[N:6]=[C:7]([C:23]#[N:24])[C:8]2[C:13]([C:14]=1[OH:15])=[CH:12][CH:11]=[C:10]([O:16][C:17]1[CH:22]=[CH:21][CH:20]=[CH:19][CH:18]=1)[CH:9]=2)=[O:4].[NH2:25][C:26]([CH3:32])([CH3:31])[CH2:27][C:28]([OH:30])=[O:29].C[O-].[Na+].Cl. (2) Given the product [C:23]([O:22][C:21](=[O:27])[NH:20][C:12]1([C:7]2[CH:6]=[CH:5][C:4]3[C:9](=[CH:10][CH:11]=[C:2]([O:1][C@H:39]4[CH2:38][C@H:37]([CH2:36][O:35][CH2:28][C:29]5[CH:30]=[CH:31][CH:32]=[CH:33][CH:34]=5)[CH2:40]4)[CH:3]=3)[CH:8]=2)[CH2:17][O:16][C:15]([CH3:19])([CH3:18])[O:14][CH2:13]1)([CH3:26])([CH3:25])[CH3:24], predict the reactants needed to synthesize it. The reactants are: [OH:1][C:2]1[CH:3]=[C:4]2[C:9](=[CH:10][CH:11]=1)[CH:8]=[C:7]([C:12]1([NH:20][C:21](=[O:27])[O:22][C:23]([CH3:26])([CH3:25])[CH3:24])[CH2:17][O:16][C:15]([CH3:19])([CH3:18])[O:14][CH2:13]1)[CH:6]=[CH:5]2.[CH2:28]([O:35][CH2:36][C@@H:37]1[CH2:40][C@H:39](O)[CH2:38]1)[C:29]1[CH:34]=[CH:33][CH:32]=[CH:31][CH:30]=1.C1(P(C2C=CC=CC=2)C2C=CC=CC=2)C=CC=CC=1.N(C(OC(C)C)=O)=NC(OC(C)C)=O. (3) Given the product [CH2:20]([O:19][C:17]([C:13]1[NH:12][CH:16]=[C:15]([C:2](=[O:7])[CH2:3][CH2:4][C:5]([OH:1])=[O:6])[CH:14]=1)=[O:18])[CH3:21], predict the reactants needed to synthesize it. The reactants are: [O:1]1[C:5](=[O:6])[CH2:4][CH2:3][C:2]1=[O:7].[Al+3].[Cl-].[Cl-].[Cl-].[NH:12]1[CH:16]=[CH:15][CH:14]=[C:13]1[C:17]([O:19][CH2:20][CH3:21])=[O:18]. (4) Given the product [Cl:1][C:2]1[CH:7]=[CH:6][N:5]2[C:8]([I:11])=[CH:9][N:10]=[C:4]2[CH:3]=1, predict the reactants needed to synthesize it. The reactants are: [Cl:1][C:2]1[CH:7]=[CH:6][N:5]2[CH:8]=[CH:9][N:10]=[C:4]2[CH:3]=1.[I:11]N1C(=O)CCC1=O. (5) Given the product [C:1]1([C:7]2[CH:8]=[C:9]3[C:15]([C:20](=[O:24])[CH:21]=[CH:22][CH3:23])=[CH:14][NH:13][C:10]3=[N:11][CH:12]=2)[CH:2]=[CH:3][CH:4]=[CH:5][CH:6]=1, predict the reactants needed to synthesize it. The reactants are: [C:1]1([C:7]2[CH:8]=[C:9]3[CH:15]=[CH:14][NH:13][C:10]3=[N:11][CH:12]=2)[CH:6]=[CH:5][CH:4]=[CH:3][CH:2]=1.[Cl-].[Al+3].[Cl-].[Cl-].[C:20](Cl)(=[O:24])[CH:21]=[CH:22][CH3:23]. (6) The reactants are: O=P12OP3(OP(OP(O3)(O1)=O)(=O)O2)=O.[CH2:15]([C:19]1[C:20](=[O:34])[N:21]([C:28]2[CH:33]=[CH:32][CH:31]=[CH:30][CH:29]=2)[C:22]([CH:25]([Br:27])[Br:26])(O)[CH:23]=1)[CH2:16][CH2:17][CH3:18]. Given the product [CH2:15]([C:19]1[C:20](=[O:34])[N:21]([C:28]2[CH:33]=[CH:32][CH:31]=[CH:30][CH:29]=2)[C:22](=[C:25]([Br:27])[Br:26])[CH:23]=1)[CH2:16][CH2:17][CH3:18], predict the reactants needed to synthesize it. (7) Given the product [CH2:1]([O:3][C:4]1[CH:5]=[C:6]([CH:28]=[C:29]([O:32][CH2:33][CH3:34])[C:30]=1[N:46]1[CH:50]=[CH:49][CH:48]=[CH:47]1)[CH2:7][N:8]1[CH2:13][CH2:12][CH:11]([NH:14][C:15](=[O:27])[C:16]2[CH:21]=[CH:20][CH:19]=[C:18]([C:22]3[N:23]=[N:24][NH:25][N:26]=3)[CH:17]=2)[CH2:10][CH2:9]1)[CH3:2], predict the reactants needed to synthesize it. The reactants are: [CH2:1]([O:3][C:4]1[CH:5]=[C:6]([CH:28]=[C:29]([O:32][CH2:33][CH3:34])[C:30]=1F)[CH2:7][N:8]1[CH2:13][CH2:12][CH:11]([NH:14][C:15](=[O:27])[C:16]2[CH:21]=[CH:20][CH:19]=[C:18]([C:22]3[N:23]=[N:24][NH:25][N:26]=3)[CH:17]=2)[CH2:10][CH2:9]1)[CH3:2].C(OC1C=C(C=C(OCC)C=1[N:46]1[CH:50]=[CH:49][CH:48]=[CH:47]1)C=O)C.C([BH3-])#N.[Na+].C(N(C(C)C)C(C)C)C. (8) Given the product [F:1][C:2]1[C:7]([F:8])=[CH:6][CH:5]=[CH:4][C:3]=1[CH2:9][CH2:10][C:11]1[N:12]([CH2:22][C:23]([N:51]([CH2:52][C:53]2[CH:58]=[CH:57][C:56]([C:59]3[CH:60]=[CH:61][C:62]([C:65]([F:67])([F:68])[F:66])=[CH:63][CH:64]=3)=[CH:55][CH:54]=2)[CH:48]2[CH2:49][CH2:50][N:45]([C:39]([CH3:38])([CH3:44])[C:40]([O:42][CH3:43])=[O:41])[CH2:46][CH2:47]2)=[O:24])[C:13]2[C:18]([C:19](=[O:21])[CH:20]=1)=[CH:17][CH:16]=[CH:15][N:14]=2, predict the reactants needed to synthesize it. The reactants are: [F:1][C:2]1[C:7]([F:8])=[CH:6][CH:5]=[CH:4][C:3]=1[CH2:9][CH2:10][C:11]1[N:12]([CH2:22][C:23](O)=[O:24])[C:13]2[C:18]([C:19](=[O:21])[CH:20]=1)=[CH:17][CH:16]=[CH:15][N:14]=2.C(N1C=CN=C1)(N1C=CN=C1)=O.[CH3:38][C:39]([N:45]1[CH2:50][CH2:49][CH:48]([NH:51][CH2:52][C:53]2[CH:58]=[CH:57][C:56]([C:59]3[CH:64]=[CH:63][C:62]([C:65]([F:68])([F:67])[F:66])=[CH:61][CH:60]=3)=[CH:55][CH:54]=2)[CH2:47][CH2:46]1)([CH3:44])[C:40]([O:42][CH3:43])=[O:41]. (9) The reactants are: [CH3:1][C:2]1[CH:7]=[CH:6][C:5]([C:8]2[CH:13]=[C:12]([N:14]3[CH2:19][CH2:18][CH2:17][CH2:16][C:15]3=[O:20])[CH:11]=[C:10]([C:21](O)=[O:22])[CH:9]=2)=[CH:4][CH:3]=1.Cl.CN(C)CCCN=C=NCC.O.ON1C2C=CC=CC=2N=N1.Cl.[CH3:48][C:49]1[N:54]=[CH:53][C:52]([C@H:55]([NH2:57])[CH3:56])=[CH:51][CH:50]=1.C(N(CC)C(C)C)(C)C. Given the product [CH3:1][C:2]1[CH:7]=[CH:6][C:5]([C:8]2[CH:13]=[C:12]([N:14]3[CH2:19][CH2:18][CH2:17][CH2:16][C:15]3=[O:20])[CH:11]=[C:10]([C:21]([NH:57][C@@H:55]([C:52]3[CH:53]=[N:54][C:49]([CH3:48])=[CH:50][CH:51]=3)[CH3:56])=[O:22])[CH:9]=2)=[CH:4][CH:3]=1, predict the reactants needed to synthesize it. (10) Given the product [Cl:18][C:19]1[CH:24]=[CH:23][C:22]([F:27])=[C:21]([CH:3]2[CH:4]=[CH:5][N:1]([C:6]([O:8][C:9]([CH3:12])([CH3:11])[CH3:10])=[O:7])[CH2:2]2)[CH:20]=1, predict the reactants needed to synthesize it. The reactants are: [N:1]1([C:6]([O:8][C:9]([CH3:12])([CH3:11])[CH3:10])=[O:7])[CH2:5][CH:4]=[CH:3][CH2:2]1.F[B-](F)(F)F.[Cl:18][C:19]1[CH:20]=[CH:21][C:22]([F:27])=[C:23]([N+]#N)[CH:24]=1.N1C(C)=CC=CC=1C.FC(F)(F)C(OC(=O)C(F)(F)F)=O.